This data is from NCI-60 drug combinations with 297,098 pairs across 59 cell lines. The task is: Regression. Given two drug SMILES strings and cell line genomic features, predict the synergy score measuring deviation from expected non-interaction effect. (1) Drug 1: C1CC(C1)(C(=O)O)C(=O)O.[NH2-].[NH2-].[Pt+2]. Drug 2: CN1C2=C(C=C(C=C2)N(CCCl)CCCl)N=C1CCCC(=O)O.Cl. Cell line: MCF7. Synergy scores: CSS=3.42, Synergy_ZIP=0.880, Synergy_Bliss=4.78, Synergy_Loewe=1.09, Synergy_HSA=1.39. (2) Drug 1: C1CCC(C1)C(CC#N)N2C=C(C=N2)C3=C4C=CNC4=NC=N3. Drug 2: C1C(C(OC1N2C=NC3=C(N=C(N=C32)Cl)N)CO)O. Cell line: A549. Synergy scores: CSS=12.0, Synergy_ZIP=-0.570, Synergy_Bliss=1.25, Synergy_Loewe=-1.27, Synergy_HSA=-1.42. (3) Drug 1: CC1=C(C(=CC=C1)Cl)NC(=O)C2=CN=C(S2)NC3=CC(=NC(=N3)C)N4CCN(CC4)CCO. Drug 2: CC(C)(C#N)C1=CC(=CC(=C1)CN2C=NC=N2)C(C)(C)C#N. Cell line: SK-MEL-5. Synergy scores: CSS=2.93, Synergy_ZIP=2.12, Synergy_Bliss=3.44, Synergy_Loewe=1.86, Synergy_HSA=1.11. (4) Drug 1: C1=CC(=C2C(=C1NCCNCCO)C(=O)C3=C(C=CC(=C3C2=O)O)O)NCCNCCO. Drug 2: N.N.Cl[Pt+2]Cl. Cell line: DU-145. Synergy scores: CSS=60.4, Synergy_ZIP=-3.44, Synergy_Bliss=-4.48, Synergy_Loewe=-47.3, Synergy_HSA=-3.79.